From a dataset of Cav3 T-type calcium channel HTS with 100,875 compounds. Binary Classification. Given a drug SMILES string, predict its activity (active/inactive) in a high-throughput screening assay against a specified biological target. (1) The molecule is S(c1nc2c3c4c(c2nn1)cccc4ccc3)CC=C. The result is 0 (inactive). (2) The molecule is S(=O)(=O)(N1CC(CCC1)C(=O)Nc1c(cc(N(CC)CC)cc1)C)c1cccnc1. The result is 0 (inactive). (3) The drug is Clc1cc(NC(=O)/C=C(\C)C)ccc1OC. The result is 0 (inactive). (4) The compound is O=C(N(C(c1ccccc1)C(=O)NCc1occc1)Cc1ccccc1)Cn1nnc2c1cccc2. The result is 0 (inactive). (5) The compound is S(CC(=O)N1CCCCC1)c1sc2c(n1)cccc2. The result is 0 (inactive). (6) The compound is S(=O)(=O)(N(CC(=O)N1CCN(CC1)C(OCC)=O)c1cc(ccc1)C)c1ccccc1. The result is 0 (inactive).